From a dataset of Full USPTO retrosynthesis dataset with 1.9M reactions from patents (1976-2016). Predict the reactants needed to synthesize the given product. (1) Given the product [CH3:30][O:25][C:24]([C:21]1[CH:22]=[C:23]2[C:18](=[CH:19][CH:20]=1)[NH:17][N:16]=[C:15]2[C:13]1[NH:12][C:9]2[C:8]([N:14]=1)=[CH:7][C:6]1[C:5]([CH3:28])([CH3:27])[C:4](=[O:29])[N:3]([CH2:1][CH3:2])[C:11]=1[CH:10]=2)=[O:26], predict the reactants needed to synthesize it. The reactants are: [CH2:1]([N:3]1[C:11]2[CH:10]=[C:9]3[NH:12][C:13]([C:15]4[C:23]5[C:18](=[CH:19][CH:20]=[C:21]([C:24]([OH:26])=[O:25])[CH:22]=5)[NH:17][N:16]=4)=[N:14][C:8]3=[CH:7][C:6]=2[C:5]([CH3:28])([CH3:27])[C:4]1=[O:29])[CH3:2].[C:30](Cl)(=O)C(Cl)=O.CO.C(N(CC)CC)C. (2) Given the product [Cl:24][C:16]1[N:15]([CH3:19])[C:14]2[C:9]([C:7]([C:6]3[CH:20]=[CH:21][C:3]([O:2][CH3:1])=[CH:4][CH:5]=3)=[O:8])=[CH:10][CH:11]=[CH:12][C:13]=2[N:17]=1, predict the reactants needed to synthesize it. The reactants are: [CH3:1][O:2][C:3]1[CH:21]=[CH:20][C:6]([C:7]([C:9]2[C:14]3[N:15]([CH3:19])[C:16](=O)[NH:17][C:13]=3[CH:12]=[CH:11][CH:10]=2)=[O:8])=[CH:5][CH:4]=1.P(Cl)(Cl)([Cl:24])=O. (3) Given the product [Cl:30][C:29]1[C:18]([C:5]2[N:6]=[CH:7][C:2]([NH2:1])=[N:3][CH:4]=2)=[CH:19][C:20]2[O:25][CH2:24][C:23]([F:27])([F:26])[O:22][C:21]=2[CH:28]=1, predict the reactants needed to synthesize it. The reactants are: [NH2:1][C:2]1[N:3]=[CH:4][C:5](B2OC(C)(C)C(C)(C)O2)=[N:6][CH:7]=1.Br[C:18]1[C:29]([Cl:30])=[CH:28][C:21]2[O:22][C:23]([F:27])([F:26])[CH2:24][O:25][C:20]=2[CH:19]=1. (4) Given the product [Br:40][C:41]1[CH:42]=[C:43]([CH2:47][O:38][C:35]2[CH:36]=[CH:37][N:32]([C:29]3[CH:30]=[CH:31][C:24]4[N:23]=[C:22]([CH:19]5[CH2:20][CH2:21]5)[N:26]([CH3:27])[C:25]=4[CH:28]=3)[C:33](=[O:39])[CH:34]=2)[S:44][C:45]=1[Cl:46], predict the reactants needed to synthesize it. The reactants are: C1CCN(C(/N=N/C(N2CCCCC2)=O)=O)CC1.[CH:19]1([C:22]2[N:26]([CH3:27])[C:25]3[CH:28]=[C:29]([N:32]4[CH:37]=[CH:36][C:35]([OH:38])=[CH:34][C:33]4=[O:39])[CH:30]=[CH:31][C:24]=3[N:23]=2)[CH2:21][CH2:20]1.[Br:40][C:41]1[CH:42]=[C:43]([CH2:47]O)[S:44][C:45]=1[Cl:46].C(P(CCCC)CCCC)CCC.